From a dataset of Merck oncology drug combination screen with 23,052 pairs across 39 cell lines. Regression. Given two drug SMILES strings and cell line genomic features, predict the synergy score measuring deviation from expected non-interaction effect. (1) Cell line: RPMI7951. Drug 2: CS(=O)(=O)CCNCc1ccc(-c2ccc3ncnc(Nc4ccc(OCc5cccc(F)c5)c(Cl)c4)c3c2)o1. Synergy scores: synergy=-42.2. Drug 1: CC1CC2C3CCC4=CC(=O)C=CC4(C)C3(F)C(O)CC2(C)C1(O)C(=O)CO. (2) Drug 1: O=S1(=O)NC2(CN1CC(F)(F)F)C1CCC2Cc2cc(C=CCN3CCC(C(F)(F)F)CC3)ccc2C1. Drug 2: COc1cc(C2c3cc4c(cc3C(OC3OC5COC(C)OC5C(O)C3O)C3COC(=O)C23)OCO4)cc(OC)c1O. Cell line: UWB1289. Synergy scores: synergy=-10.3.